Dataset: Full USPTO retrosynthesis dataset with 1.9M reactions from patents (1976-2016). Task: Predict the reactants needed to synthesize the given product. (1) Given the product [Cl:17][C:18]1[CH:19]=[C:20]([NH:31][C:2]2[CH:11]=[CH:10][N:9]=[C:8]3[C:3]=2[C:4]2[CH:16]=[CH:15][CH:14]=[CH:13][C:5]=2[C:6](=[O:12])[NH:7]3)[CH:21]=[CH:22][C:23]=1[S:24][C:25]1[N:26]([CH3:30])[CH:27]=[CH:28][N:29]=1, predict the reactants needed to synthesize it. The reactants are: Cl[C:2]1[CH:11]=[CH:10][N:9]=[C:8]2[C:3]=1[C:4]1[CH:16]=[CH:15][CH:14]=[CH:13][C:5]=1[C:6](=[O:12])[NH:7]2.[Cl:17][C:18]1[CH:19]=[C:20]([NH2:31])[CH:21]=[CH:22][C:23]=1[S:24][C:25]1[N:26]([CH3:30])[CH:27]=[CH:28][N:29]=1.CC(C1C=C(C(C)C)C(C2C=CC=CC=2P(C2CCCCC2)C2CCCCC2)=C(C(C)C)C=1)C.[OH-].[K+]. (2) Given the product [CH3:16][CH:15]1[CH2:14][O:13][C:5]2[N:6]=[CH:7][C:8]([NH2:10])=[CH:9][C:4]=2[NH:1]1, predict the reactants needed to synthesize it. The reactants are: [N+:1]([C:4]1[C:5]([O:13][CH2:14][C:15](=O)[CH3:16])=[N:6][CH:7]=[C:8]([N+:10]([O-])=O)[CH:9]=1)([O-])=O. (3) Given the product [CH2:1]([O:3][C:4](=[O:26])[CH2:5][C:6]1[CH:7]=[C:8]([C:14]2[CH:19]=[CH:18][C:17]([C:20]([F:23])([F:21])[F:22])=[CH:16][C:15]=2[CH2:24][OH:25])[C:9]([O:12][CH3:13])=[CH:10][CH:11]=1)[CH3:2], predict the reactants needed to synthesize it. The reactants are: [CH2:1]([O:3][C:4](=[O:26])[CH2:5][C:6]1[CH:7]=[C:8]([C:14]2[CH:19]=[CH:18][C:17]([C:20]([F:23])([F:22])[F:21])=[CH:16][C:15]=2[CH:24]=[O:25])[C:9]([O:12][CH3:13])=[CH:10][CH:11]=1)[CH3:2].[BH4-].[Na+].